From a dataset of Reaction yield outcomes from USPTO patents with 853,638 reactions. Predict the reaction yield, written as a fraction of the theoretical maximum amount of product (1.0 means a 100% yield; for example, 0.34 means a 34% yield). (1) The reactants are [CH:1]1([N:7]2[CH2:11][CH2:10][CH:9]([C:12]([O:14][CH3:15])=[O:13])[C:8]2=[O:16])[CH2:6][CH2:5][CH2:4][CH2:3][CH2:2]1.[H-].[Na+].Cl[CH2:20][C:21]1[C:26]([Cl:27])=[CH:25][CH:24]=[CH:23][C:22]=1[Cl:28].[Cl-].[NH4+]. The catalyst is O1CCCC1. The product is [CH:1]1([N:7]2[CH2:11][CH2:10][C:9]([CH2:20][C:21]3[C:26]([Cl:27])=[CH:25][CH:24]=[CH:23][C:22]=3[Cl:28])([C:12]([O:14][CH3:15])=[O:13])[C:8]2=[O:16])[CH2:2][CH2:3][CH2:4][CH2:5][CH2:6]1. The yield is 0.550. (2) The reactants are [ClH:1].[NH2:2][C@@H:3]1[CH2:8][CH2:7][CH2:6][N:5]([C:9]2[C:14]([Br:15])=[CH:13][N:12]=[C:11]3[NH:16][CH:17]=[C:18]([NH:19][C:20](=[O:27])[C:21]4[CH:26]=[CH:25][CH:24]=[N:23][CH:22]=4)[C:10]=23)[CH2:4]1.CCN(C(C)C)C(C)C.C(OC)(OC)OC.[CH:44](=O)[CH:45]([CH3:47])[CH3:46].[BH4-].[Na+]. The catalyst is CO.O. The product is [ClH:1].[Br:15][C:14]1[C:9]([N:5]2[CH2:6][CH2:7][CH2:8][C@@H:3]([NH:2][CH2:44][CH:45]([CH3:47])[CH3:46])[CH2:4]2)=[C:10]2[C:18]([NH:19][C:20](=[O:27])[C:21]3[CH:26]=[CH:25][CH:24]=[N:23][CH:22]=3)=[CH:17][NH:16][C:11]2=[N:12][CH:13]=1. The yield is 0.600. (3) The reactants are [CH3:1][O:2][C:3]([C@H:5]1[CH2:10][CH2:9][C@@H:8]([NH:11][C:12]([O:14][CH2:15][CH2:16]Cl)=[O:13])[CH2:7][CH2:6]1)=[O:4].C(=O)([O-])[O-].[K+].[K+]. The catalyst is C(#N)C. The product is [CH3:1][O:2][C:3]([C@H:5]1[CH2:10][CH2:9][C@@H:8]([N:11]2[CH2:16][CH2:15][O:14][C:12]2=[O:13])[CH2:7][CH2:6]1)=[O:4]. The yield is 0.657. (4) The reactants are [CH3:1][CH2:2][CH2:3][C:4]1[CH:5]=[C:6]([C:10]([NH2:12])=[S:11])[CH:7]=[CH:8][N:9]=1.[Br:13][C:14]1[CH:23]=[CH:22][C:17]([C:18](=O)[CH2:19]Br)=[CH:16][CH:15]=1. The catalyst is CCO. The product is [Br:13][C:14]1[CH:23]=[CH:22][C:17]([C:18]2[N:12]=[C:10]([C:6]3[CH:7]=[CH:8][N:9]=[C:4]([CH2:3][CH2:2][CH3:1])[CH:5]=3)[S:11][CH:19]=2)=[CH:16][CH:15]=1. The yield is 0.790. (5) The reactants are [Br:1][C:2]1[CH:3]=[C:4]2[C:12](=[CH:13][CH:14]=1)[NH:11][C:10]1[CH2:9][CH2:8][CH:7]([CH3:15])[CH2:6][C:5]2=1.[H-].[Na+].[C:18]([O:22][C:23](O[C:23]([O:22][C:18]([CH3:21])([CH3:20])[CH3:19])=[O:24])=[O:24])([CH3:21])([CH3:20])[CH3:19]. The catalyst is C1COCC1. The product is [Br:1][C:2]1[CH:3]=[C:4]2[C:12](=[CH:13][CH:14]=1)[N:11]([C:23]([O:22][C:18]([CH3:21])([CH3:20])[CH3:19])=[O:24])[C:10]1[CH2:9][CH2:8][CH:7]([CH3:15])[CH2:6][C:5]2=1. The yield is 0.860. (6) The reactants are [CH2:1]([N:8]1[CH2:13][CH2:12][C:11]([NH:22][C:23]2[CH:28]=[CH:27][CH:26]=[CH:25][CH:24]=2)([C:14]2[CH:19]=[CH:18][CH:17]=[C:16]([S:20][CH3:21])[N:15]=2)[CH2:10][CH2:9]1)[C:2]1[CH:7]=[CH:6][CH:5]=[CH:4][CH:3]=1.[C:29](OC(=O)C)(=[O:31])[CH3:30]. No catalyst specified. The product is [CH2:1]([N:8]1[CH2:13][CH2:12][C:11]([N:22]([C:23]2[CH:28]=[CH:27][CH:26]=[CH:25][CH:24]=2)[C:29](=[O:31])[CH3:30])([C:14]2[CH:19]=[CH:18][CH:17]=[C:16]([S:20][CH3:21])[N:15]=2)[CH2:10][CH2:9]1)[C:2]1[CH:3]=[CH:4][CH:5]=[CH:6][CH:7]=1. The yield is 0.650.